This data is from Forward reaction prediction with 1.9M reactions from USPTO patents (1976-2016). The task is: Predict the product of the given reaction. (1) Given the reactants [CH3:1][O:2][C:3](=[O:24])[C:4]1[CH:9]=[CH:8][C:7]([NH:10][CH2:11][C:12]2[CH:17]=[CH:16][C:15]([C:18]3[CH2:23][CH2:22][CH2:21][CH2:20][CH:19]=3)=[CH:14][CH:13]=2)=[CH:6][CH:5]=1.C(N(CC)CC)C.[F:32][C:33]([F:47])([F:46])[O:34][C:35]1[CH:36]=[C:37]([CH:41]=[CH:42][C:43](Cl)=[O:44])[CH:38]=[CH:39][CH:40]=1.S(Cl)(Cl)=O, predict the reaction product. The product is: [CH3:1][O:2][C:3](=[O:24])[C:4]1[CH:5]=[CH:6][C:7]([N:10]([CH2:11][C:12]2[CH:17]=[CH:16][C:15]([C:18]3[CH2:23][CH2:22][CH2:21][CH2:20][CH:19]=3)=[CH:14][CH:13]=2)[C:43](=[O:44])[CH:42]=[CH:41][C:37]2[CH:38]=[CH:39][CH:40]=[C:35]([O:34][C:33]([F:46])([F:47])[F:32])[CH:36]=2)=[CH:8][CH:9]=1. (2) Given the reactants [N+:1]([C:4]1[CH:9]=[C:8]([O:10][C:11]([F:14])([F:13])[F:12])[CH:7]=[CH:6][C:5]=1[OH:15])([O-])=O.S([O-])([O-])(=O)=S.[Na+].[Na+], predict the reaction product. The product is: [NH2:1][C:4]1[CH:9]=[C:8]([O:10][C:11]([F:12])([F:13])[F:14])[CH:7]=[CH:6][C:5]=1[OH:15]. (3) Given the reactants [F:1][C:2]([F:20])([F:19])[C:3]1[CH:8]=[CH:7][C:6]([CH:9]2[CH2:14][NH:13][CH2:12][CH:11]([C:15]([O:17][CH3:18])=[O:16])[CH2:10]2)=[CH:5][CH:4]=1.[N:21]1([C:27](Cl)=[O:28])[CH2:26][CH2:25][O:24][CH2:23][CH2:22]1, predict the reaction product. The product is: [N:21]1([C:27]([N:13]2[CH2:14][CH:9]([C:6]3[CH:7]=[CH:8][C:3]([C:2]([F:19])([F:1])[F:20])=[CH:4][CH:5]=3)[CH2:10][CH:11]([C:15]([O:17][CH3:18])=[O:16])[CH2:12]2)=[O:28])[CH2:26][CH2:25][O:24][CH2:23][CH2:22]1. (4) The product is: [C:11]([C:10]1[C:5]2[N:4]([CH:15]3[CH2:19][CH2:18][CH2:17][CH2:16]3)[CH:3]=[C:2]([NH:20][C:21]3[CH:22]=[C:23]([CH:28]=[CH:29][CH:30]=3)[C:24]([O:26][CH3:27])=[O:25])[C:6]=2[C:7]([O:13][CH3:14])=[N:8][CH:9]=1)#[N:12]. Given the reactants Br[C:2]1[C:6]2[CH:7]([O:13][CH3:14])[NH:8][CH:9]=[C:10]([C:11]#[N:12])[C:5]=2[N:4]([CH:15]2[CH2:19][CH2:18][CH2:17][CH2:16]2)[CH:3]=1.[NH2:20][C:21]1[CH:22]=[C:23]([CH:28]=[CH:29][CH:30]=1)[C:24]([O:26][CH3:27])=[O:25].CC(C)([O-])C.[Na+].O, predict the reaction product. (5) Given the reactants [CH:1]1([N:5]2[CH2:10][CH2:9][CH:8]([O:11][C:12]3[CH:21]=[CH:20][C:19]4[CH2:18][NH:17][CH2:16][CH2:15][C:14]=4[N:13]=3)[CH2:7][CH2:6]2)[CH2:4][CH2:3][CH2:2]1.[CH2:22]=O, predict the reaction product. The product is: [CH:1]1([N:5]2[CH2:6][CH2:7][CH:8]([O:11][C:12]3[CH:21]=[CH:20][C:19]4[CH2:18][N:17]([CH3:22])[CH2:16][CH2:15][C:14]=4[N:13]=3)[CH2:9][CH2:10]2)[CH2:4][CH2:3][CH2:2]1. (6) Given the reactants [F:1][CH:2]([F:22])[O:3][C:4]1[CH:9]=[CH:8][C:7]([CH:10]([OH:21])[C:11]([C:13]2[CH:18]=[C:17]([F:19])[CH:16]=[C:15]([F:20])[CH:14]=2)=[O:12])=[CH:6][CH:5]=1.[N+]([O-])([O-])=O.[NH4+].C(OCC)(=O)C, predict the reaction product. The product is: [F:22][CH:2]([F:1])[O:3][C:4]1[CH:9]=[CH:8][C:7]([C:10](=[O:21])[C:11]([C:13]2[CH:14]=[C:15]([F:20])[CH:16]=[C:17]([F:19])[CH:18]=2)=[O:12])=[CH:6][CH:5]=1. (7) Given the reactants [NH2:1][C:2]1[O:6][N:5]=[C:4]([CH3:7])[C:3]=1[Br:8].[Br:9][C:10]1[S:14][C:13]([S:15](Cl)(=[O:17])=[O:16])=[CH:12][CH:11]=1, predict the reaction product. The product is: [Br:8][C:3]1[C:4]([CH3:7])=[N:5][O:6][C:2]=1[NH:1][S:15]([C:13]1[S:14][C:10]([Br:9])=[CH:11][CH:12]=1)(=[O:17])=[O:16].